From a dataset of Reaction yield outcomes from USPTO patents with 853,638 reactions. Predict the reaction yield, written as a fraction of the theoretical maximum amount of product (1.0 means a 100% yield; for example, 0.34 means a 34% yield). (1) The yield is 0.990. The reactants are [OH:1][CH2:2][C@H:3]1[O:8][CH2:7][CH2:6][N:5]([C:9]([O:11][C:12]([CH3:15])([CH3:14])[CH3:13])=[O:10])[CH2:4]1.[S:16](Cl)([C:19]1[CH:25]=[CH:24][C:22]([CH3:23])=[CH:21][CH:20]=1)(=[O:18])=[O:17].C(N(CC)CC)C. The product is [S:16]([O:1][CH2:2][C@H:3]1[O:8][CH2:7][CH2:6][N:5]([C:9]([O:11][C:12]([CH3:15])([CH3:14])[CH3:13])=[O:10])[CH2:4]1)([C:19]1[CH:25]=[CH:24][C:22]([CH3:23])=[CH:21][CH:20]=1)(=[O:18])=[O:17]. The catalyst is CN(C)C1C=CN=CC=1.ClCCl.O. (2) The reactants are Br[C:2]1[N:7]=[N:6][C:5]([NH2:8])=[N:4][C:3]=1[C:9]1[CH:14]=[CH:13][CH:12]=[CH:11][CH:10]=1.[C:15]1([OH:21])[CH:20]=[CH:19][CH:18]=[CH:17][CH:16]=1. No catalyst specified. The product is [O:21]([C:2]1[N:7]=[N:6][C:5]([NH2:8])=[N:4][C:3]=1[C:9]1[CH:14]=[CH:13][CH:12]=[CH:11][CH:10]=1)[C:15]1[CH:20]=[CH:19][CH:18]=[CH:17][CH:16]=1. The yield is 0.140. (3) The yield is 0.640. The product is [NH2:1][C:2]1[N:7]=[CH:6][N:5]=[C:4]2[N:8]([CH:12]([C:14]3[C:15]([O:33][CH2:34][CH3:35])=[C:16]([CH:22]4[CH2:25][N:24]([C:26]([O:28][C:29]([CH3:32])([CH3:31])[CH3:30])=[O:27])[CH2:23]4)[C:17]([F:21])=[C:18]([Cl:20])[CH:19]=3)[CH3:13])[N:9]=[C:10]([CH:37]=[CH2:38])[C:3]=12. The reactants are [NH2:1][C:2]1[N:7]=[CH:6][N:5]=[C:4]2[N:8]([CH:12]([C:14]3[C:15]([O:33][CH2:34][CH3:35])=[C:16]([CH:22]4[CH2:25][N:24]([C:26]([O:28][C:29]([CH3:32])([CH3:31])[CH3:30])=[O:27])[CH2:23]4)[C:17]([F:21])=[C:18]([Cl:20])[CH:19]=3)[CH3:13])[N:9]=[C:10](I)[C:3]=12.N1C=CC=[CH:38][CH:37]=1.C(B1OB(C=C)OB(C=C)O1)=C.ClCCl.C(=O)([O-])[O-].[K+].[K+]. The catalyst is O1CCOCC1.O.C(OCC)(=O)C.C1C=CC(P(C2C=CC=CC=2)[C-]2C=CC=C2)=CC=1.C1C=CC(P(C2C=CC=CC=2)[C-]2C=CC=C2)=CC=1.Cl[Pd]Cl.[Fe+2].